This data is from Forward reaction prediction with 1.9M reactions from USPTO patents (1976-2016). The task is: Predict the product of the given reaction. (1) Given the reactants [CH2:1]([N:8]1[CH2:12][C@H:11]([C:13]2[CH:18]=[CH:17][C:16]([Cl:19])=[C:15]([F:20])[CH:14]=2)[C@@H:10]([C@@H:21]([OH:23])[CH3:22])[CH2:9]1)[C:2]1[CH:7]=[CH:6][CH:5]=[CH:4][CH:3]=1.[H-].[Na+].Cl[C:27]1[CH:34]=[CH:33][C:30]([C:31]#[N:32])=[CH:29][N:28]=1, predict the reaction product. The product is: [CH2:1]([N:8]1[CH2:12][C@H:11]([C:13]2[CH:18]=[CH:17][C:16]([Cl:19])=[C:15]([F:20])[CH:14]=2)[C@@H:10]([C@@H:21]([O:23][C:27]2[CH:34]=[CH:33][C:30]([C:31]#[N:32])=[CH:29][N:28]=2)[CH3:22])[CH2:9]1)[C:2]1[CH:3]=[CH:4][CH:5]=[CH:6][CH:7]=1. (2) Given the reactants [Cl:1][C:2]1[CH:7]=[CH:6][CH:5]=[CH:4][C:3]=1[CH:8]([N:18]([C:34]1[CH:39]=[CH:38][CH:37]=[C:36]([F:40])[CH:35]=1)[C:19]([C@@H:21]1[CH2:25][N:24]([C:26]([O:28][C:29]([CH3:32])([CH3:31])[CH3:30])=[O:27])[C:23](=[O:33])[NH:22]1)=[O:20])[C:9]([NH:11][CH:12]1[CH2:15][C:14]([F:17])([F:16])[CH2:13]1)=[O:10].Br[C:42]1[CH:43]=[C:44]([CH:47]=[CH:48][N:49]=1)[C:45]#[N:46].C([O-])([O-])=O.[Cs+].[Cs+], predict the reaction product. The product is: [Cl:1][C:2]1[CH:7]=[CH:6][CH:5]=[CH:4][C:3]=1[CH:8]([N:18]([C:34]1[CH:39]=[CH:38][CH:37]=[C:36]([F:40])[CH:35]=1)[C:19]([C@@H:21]1[CH2:25][N:24]([C:26]([O:28][C:29]([CH3:32])([CH3:31])[CH3:30])=[O:27])[C:23](=[O:33])[N:22]1[C:42]1[CH:43]=[C:44]([C:45]#[N:46])[CH:47]=[CH:48][N:49]=1)=[O:20])[C:9]([NH:11][CH:12]1[CH2:13][C:14]([F:17])([F:16])[CH2:15]1)=[O:10]. (3) Given the reactants [O:1]=[C:2]1[CH2:6][CH2:5][C@@H:4]([CH:7]=[CH:8][Sn](CCCC)(CCCC)CCCC)[C@@H:3]1[CH2:22][CH2:23][CH2:24][CH2:25][CH2:26][CH2:27][C:28]([OH:30])=[O:29].C(=O)([O-])[O-].[K+].[K+].Br[C:38]1[CH:39]=[C:40]([CH:43]=[CH:44][CH:45]=1)[C:41]#[N:42], predict the reaction product. The product is: [C:41]([C:40]1[CH:39]=[C:38]([CH:8]=[CH:7][C@@H:4]2[CH2:5][CH2:6][C:2](=[O:1])[C@H:3]2[CH2:22][CH2:23][CH2:24][CH2:25][CH2:26][CH2:27][C:28]([OH:30])=[O:29])[CH:45]=[CH:44][CH:43]=1)#[N:42]. (4) Given the reactants [Cl:1][C:2]1[CH:3]=[N:4][C:5]2[NH:6][C:7]3[CH:8]=[CH:9][CH:10]=[C:11]([CH:26]=3)[CH2:12][CH2:13][C:14]3[CH:22]=[C:18]([NH:19][C:20]=1[N:21]=2)[CH:17]=[C:16](C(O)=O)[CH:15]=3.C([N:29]([CH2:32]C)CC)C.C1C=CC([O:40]P(OC2C=CC=CC=2)(N=[N+]=[N-])=O)=CC=1.[C:53]([OH:57])([CH3:56])([CH3:55])[CH3:54], predict the reaction product. The product is: [Cl:1][C:2]1[CH:3]=[N:4][C:5]2[NH:6][C:7]3[CH:8]=[CH:9][CH:10]=[C:11]([CH:26]=3)[CH2:12][CH2:13][C:14]3[CH:22]=[C:18]([NH:19][C:20]=1[N:21]=2)[CH:17]=[C:16]([NH:29][C:32](=[O:40])[O:57][C:53]([CH3:56])([CH3:55])[CH3:54])[CH:15]=3. (5) Given the reactants [C:1]([C:3]1[CH:4]=[C:5]2[C:10](=[CH:11][C:12]=1[O:13][CH2:14][CH:15]1[CH2:20][CH2:19][N:18]([C:21]([O:23][C:24]([CH3:27])([CH3:26])[CH3:25])=[O:22])[CH2:17][CH2:16]1)[N:9]=[CH:8][CH:7]=[C:6]2[O:28][C:29]1[CH:34]=[CH:33][C:32]([NH:35][C:36]([O:38]C2C=CC=CC=2)=O)=[C:31]([F:45])[CH:30]=1)#[N:2].[CH:46]1([NH2:49])[CH2:48][CH2:47]1, predict the reaction product. The product is: [C:1]([C:3]1[CH:4]=[C:5]2[C:10](=[CH:11][C:12]=1[O:13][CH2:14][CH:15]1[CH2:20][CH2:19][N:18]([C:21]([O:23][C:24]([CH3:27])([CH3:26])[CH3:25])=[O:22])[CH2:17][CH2:16]1)[N:9]=[CH:8][CH:7]=[C:6]2[O:28][C:29]1[CH:34]=[CH:33][C:32]([NH:35][C:36]([NH:49][CH:46]2[CH2:48][CH2:47]2)=[O:38])=[C:31]([F:45])[CH:30]=1)#[N:2]. (6) Given the reactants [OH:1][C:2]1[C:3]([C:18](=O)[CH3:19])=[N:4][N:5]([CH3:17])[C:6]=1[C:7]1[CH:12]=[CH:11][C:10]([C:13]([F:16])([F:15])[F:14])=[CH:9][CH:8]=1.[N+:21]([C:24]1[CH:33]=[C:32]([C:34]([NH:36][NH2:37])=[O:35])[CH:31]=[CH:30][C:25]=1[C:26]([O:28][CH3:29])=[O:27])([O-:23])=[O:22].O.S(C1C=CC(C)=CC=1)(O)(=O)=O, predict the reaction product. The product is: [OH:1][C:2]1[C:3]([C:18](=[N:37][NH:36][C:34]([C:32]2[CH:31]=[CH:30][C:25]([C:26]([O:28][CH3:29])=[O:27])=[C:24]([N+:21]([O-:23])=[O:22])[CH:33]=2)=[O:35])[CH3:19])=[N:4][N:5]([CH3:17])[C:6]=1[C:7]1[CH:12]=[CH:11][C:10]([C:13]([F:14])([F:16])[F:15])=[CH:9][CH:8]=1. (7) Given the reactants CC(OC(/N=N/C(OC(C)C)=O)=O)C.[OH:15][CH2:16][CH2:17][NH:18][C:19](=[O:25])[O:20][C:21]([CH3:24])([CH3:23])[CH3:22].O[C:27]1[C:36]([O:37][CH3:38])=[CH:35][CH:34]=[CH:33][C:28]=1[C:29]([O:31][CH3:32])=[O:30].C1(P(C2C=CC=CC=2)C2C=CC=CC=2)C=CC=CC=1, predict the reaction product. The product is: [CH3:23][C:21]([O:20][C:19]([NH:18][CH2:17][CH2:16][O:15][C:27]1[C:36]([O:37][CH3:38])=[CH:35][CH:34]=[CH:33][C:28]=1[C:29]([O:31][CH3:32])=[O:30])=[O:25])([CH3:22])[CH3:24]. (8) Given the reactants [F:1][C:2]([F:23])([F:22])[C:3]1[CH:4]=[C:5]([CH:19]=[CH:20][CH:21]=1)[C:6]([NH:8][C:9]1[CH:10]=[C:11]([CH:16]=[CH:17][CH:18]=1)[C:12](OC)=[O:13])=[O:7].O.[NH2:25][NH2:26], predict the reaction product. The product is: [F:1][C:2]([F:23])([F:22])[C:3]1[CH:4]=[C:5]([CH:19]=[CH:20][CH:21]=1)[C:6]([NH:8][C:9]1[CH:10]=[C:11]([CH:16]=[CH:17][CH:18]=1)[C:12]([NH:25][NH2:26])=[O:13])=[O:7]. (9) Given the reactants [CH3:1][N:2]1[C:10]2[CH:9]=[C:8](C(O)=O)[N:7]=[CH:6][C:5]=2[C:4]([CH3:14])=[CH:3]1.C1(P([N:29]=[N+]=[N-])(C2C=CC=CC=2)=O)C=CC=CC=1.[CH3:32][C:33]([OH:36])([CH3:35])[CH3:34].C1[CH2:41][O:40]CC1, predict the reaction product. The product is: [CH3:1][N:2]1[C:10]2[CH:9]=[C:8]([NH:29][C:41](=[O:40])[O:36][C:33]([CH3:35])([CH3:34])[CH3:32])[N:7]=[CH:6][C:5]=2[C:4]([CH3:14])=[CH:3]1.